Task: Predict the reactants needed to synthesize the given product.. Dataset: Retrosynthesis with 50K atom-mapped reactions and 10 reaction types from USPTO (1) Given the product CC(C)(C)OC(=O)NCCCCCCO, predict the reactants needed to synthesize it. The reactants are: CC(C)(C)OC(=O)OC(=O)OC(C)(C)C.NCCCCCCO. (2) Given the product CC(C)=CCC/C(C)=C/COc1ccc2nc(C#N)sc2c1, predict the reactants needed to synthesize it. The reactants are: CC(C)=CCC/C(C)=C/CBr.N#Cc1nc2ccc(O)cc2s1. (3) Given the product CNc1nc(Nc2ccc(Cl)c(Cl)c2)ncc1N1CCN(C)C1=O, predict the reactants needed to synthesize it. The reactants are: CNc1nc(Nc2ccc(Cl)c(Cl)c2)ncc1NC(=O)N(C)CCO. (4) The reactants are: CC(C)(C)OC(=O)NC1CCN(S(=O)(=O)c2c(Cl)ccc(Nc3c(Cl)c(=O)c3=O)c2O)CC1.Nc1ccccc1. Given the product CC(C)(C)OC(=O)NC1CCN(S(=O)(=O)c2c(Cl)ccc(Nc3c(Nc4ccccc4)c(=O)c3=O)c2O)CC1, predict the reactants needed to synthesize it. (5) Given the product COC(=O)COc1ccc(O)cc1C, predict the reactants needed to synthesize it. The reactants are: COC(=O)COc1ccc(OC(C)=O)cc1C. (6) Given the product Nc1c(C=C(Br)Br)ccc2ccccc12, predict the reactants needed to synthesize it. The reactants are: O=[N+]([O-])c1c(C=C(Br)Br)ccc2ccccc12. (7) Given the product Cc1ccc(O)c(C(O)c2ccccc2)n1, predict the reactants needed to synthesize it. The reactants are: Cc1ccc(O)c(C=O)n1.[Mg+]c1ccccc1. (8) Given the product CCCCn1c(=O)n(Cc2ccccc2F)c(=O)c2[nH]c(Cc3ccc(NS(=O)(=O)C(C)C)cc3)nc21, predict the reactants needed to synthesize it. The reactants are: CC(C)S(=O)(=O)Cl.CCCCn1c(=O)n(Cc2ccccc2F)c(=O)c2[nH]c(Cc3ccc(N)cc3)nc21. (9) Given the product CS(=O)(=O)c1cc(CNC(=O)c2cncc3c2cnn3-c2ccc(F)cc2)ccn1, predict the reactants needed to synthesize it. The reactants are: CS(=O)(=O)c1cc(CN)ccn1.O=C(O)c1cncc2c1cnn2-c1ccc(F)cc1. (10) Given the product COc1cc([N+](=O)[O-])ccc1CCC(=O)N1CCCC1, predict the reactants needed to synthesize it. The reactants are: CI.O=C(CCc1ccc([N+](=O)[O-])cc1O)N1CCCC1.